Dataset: Full USPTO retrosynthesis dataset with 1.9M reactions from patents (1976-2016). Task: Predict the reactants needed to synthesize the given product. (1) Given the product [C:39]1([S:45]([OH:48])(=[O:47])=[O:46])[CH:44]=[CH:43][CH:42]=[CH:41][CH:40]=1.[C:1]([N:4]1[CH2:9][CH2:8][N:7]([C:10]2[N:11]([CH2:32][C:33]([F:36])([F:35])[F:34])[C:12]3[C:17]([N:18]=2)=[C:16]([N:19]2[CH2:20][CH2:21][O:22][CH2:23][CH2:24]2)[N:15]=[C:14]([C:25]2[CH:26]=[N:27][C:28]([NH2:31])=[N:29][CH:30]=2)[N:13]=3)[CH2:6][C@H:5]1[CH3:37])(=[O:3])[CH3:2], predict the reactants needed to synthesize it. The reactants are: [C:1]([N:4]1[CH2:9][CH2:8][N:7]([C:10]2[N:11]([CH2:32][C:33]([F:36])([F:35])[F:34])[C:12]3[C:17]([N:18]=2)=[C:16]([N:19]2[CH2:24][CH2:23][O:22][CH2:21][CH2:20]2)[N:15]=[C:14]([C:25]2[CH:26]=[N:27][C:28]([NH2:31])=[N:29][CH:30]=2)[N:13]=3)[CH2:6][C@H:5]1[CH3:37])(=[O:3])[CH3:2].O.[C:39]1([S:45]([OH:48])(=[O:47])=[O:46])[CH:44]=[CH:43][CH:42]=[CH:41][CH:40]=1. (2) Given the product [CH:1]([NH:4][N:5]1[C:17]2[C:16]3[CH:15]=[CH:14][CH:13]=[CH:12][C:11]=3[N:10]=[CH:9][C:8]=2[N:7]=[C:6]1[CH2:18][CH2:19][CH3:20])([CH3:3])[CH3:2], predict the reactants needed to synthesize it. The reactants are: [C:1](=[N:4][N:5]1[C:17]2[C:16]3[CH:15]=[CH:14][CH:13]=[CH:12][C:11]=3[N:10]=[CH:9][C:8]=2[N:7]=[C:6]1[CH2:18][CH2:19][CH3:20])([CH3:3])[CH3:2].[BH4-].[Na+]. (3) Given the product [F:16][C:5]1[C:6]([N:10]2[CH2:14][CH2:13][CH2:12][C:11]2=[O:15])=[CH:7][CH:8]=[CH:9][C:4]=1[C:3]([OH:17])=[O:2], predict the reactants needed to synthesize it. The reactants are: C[O:2][C:3](=[O:17])[C:4]1[CH:9]=[CH:8][CH:7]=[C:6]([N:10]2[CH2:14][CH2:13][CH2:12][C:11]2=[O:15])[C:5]=1[F:16].[Li+].[OH-]. (4) Given the product [Br:1][C:2]1[C:3]([O:12][CH3:13])=[CH:4][C:5]2[S:9][C:8]([NH:10][C:17]([NH:16][CH2:14][CH3:15])=[O:18])=[N:7][C:6]=2[CH:11]=1, predict the reactants needed to synthesize it. The reactants are: [Br:1][C:2]1[C:3]([O:12][CH3:13])=[CH:4][C:5]2[S:9][C:8]([NH2:10])=[N:7][C:6]=2[CH:11]=1.[CH2:14]([N:16]=[C:17]=[O:18])[CH3:15]. (5) Given the product [F:1][C:2]1[CH:3]=[C:4]([CH:14]([NH:16][C:17]([C:19]2[N:20]=[C:21]([N:25]3[CH:34]4[CH:29]([CH2:30][CH2:31][CH2:32][CH2:33]4)[CH2:28][CH2:27][CH2:26]3)[O:22][CH:23]=2)=[O:18])[CH3:15])[CH:5]=[C:6]([F:13])[C:7]=1[NH:8][S:9]([CH3:12])(=[O:11])=[O:10], predict the reactants needed to synthesize it. The reactants are: [F:1][C:2]1[CH:3]=[C:4]([CH:14]([NH:16][C:17]([C:19]2[N:20]=[C:21](Cl)[O:22][CH:23]=2)=[O:18])[CH3:15])[CH:5]=[C:6]([F:13])[C:7]=1[NH:8][S:9]([CH3:12])(=[O:11])=[O:10].[NH:25]1[CH:34]2[CH:29]([CH2:30][CH2:31][CH2:32][CH2:33]2)[CH2:28][CH2:27][CH2:26]1. (6) Given the product [Cl:8][C:6]1[N:5]=[C:4]([NH2:9])[N:3]=[C:2]([NH:13][CH:10]2[CH2:12][CH2:11]2)[CH:7]=1, predict the reactants needed to synthesize it. The reactants are: Cl[C:2]1[CH:7]=[C:6]([Cl:8])[N:5]=[C:4]([NH2:9])[N:3]=1.[CH:10]1([NH2:13])[CH2:12][CH2:11]1.CCN(C(C)C)C(C)C. (7) Given the product [CH3:22][O:21][C:19](=[O:20])[CH2:18][NH:16][C:17]1[N:3]2[CH:4]=[CH:5][CH:6]=[C:7]([O:8][CH2:9][C:10]3[CH:11]=[CH:12][CH:13]=[CH:14][CH:15]=3)[C:2]2=[N:1][C:9]=1[CH:10]1[CH2:15][CH2:14][CH2:13][CH2:12][CH2:11]1, predict the reactants needed to synthesize it. The reactants are: [NH2:1][C:2]1[C:7]([O:8][CH2:9][C:10]2[CH:15]=[CH:14][CH:13]=[CH:12][CH:11]=2)=[CH:6][CH:5]=[CH:4][N:3]=1.[N+:16]([CH2:18][C:19]([O:21][CH3:22])=[O:20])#[C-:17].Cl(O)(=O)(=O)=O.